Dataset: NCI-60 drug combinations with 297,098 pairs across 59 cell lines. Task: Regression. Given two drug SMILES strings and cell line genomic features, predict the synergy score measuring deviation from expected non-interaction effect. (1) Drug 1: CC(CN1CC(=O)NC(=O)C1)N2CC(=O)NC(=O)C2. Drug 2: C1=CC(=CC=C1C#N)C(C2=CC=C(C=C2)C#N)N3C=NC=N3. Cell line: HOP-92. Synergy scores: CSS=10.7, Synergy_ZIP=-5.69, Synergy_Bliss=-7.09, Synergy_Loewe=-7.04, Synergy_HSA=-5.01. (2) Drug 1: CC1=C(C=C(C=C1)NC(=O)C2=CC=C(C=C2)CN3CCN(CC3)C)NC4=NC=CC(=N4)C5=CN=CC=C5. Drug 2: C1=NC2=C(N1)C(=S)N=CN2. Cell line: SF-295. Synergy scores: CSS=29.7, Synergy_ZIP=5.56, Synergy_Bliss=4.51, Synergy_Loewe=-24.1, Synergy_HSA=4.13. (3) Drug 1: CC1=C2C(C(=O)C3(C(CC4C(C3C(C(C2(C)C)(CC1OC(=O)C(C(C5=CC=CC=C5)NC(=O)OC(C)(C)C)O)O)OC(=O)C6=CC=CC=C6)(CO4)OC(=O)C)OC)C)OC. Drug 2: CC1CCC2CC(C(=CC=CC=CC(CC(C(=O)C(C(C(=CC(C(=O)CC(OC(=O)C3CCCCN3C(=O)C(=O)C1(O2)O)C(C)CC4CCC(C(C4)OC)OCCO)C)C)O)OC)C)C)C)OC. Cell line: LOX IMVI. Synergy scores: CSS=49.7, Synergy_ZIP=-2.33, Synergy_Bliss=-1.55, Synergy_Loewe=0.278, Synergy_HSA=6.10. (4) Drug 1: CC1=C2C(C(=O)C3(C(CC4C(C3C(C(C2(C)C)(CC1OC(=O)C(C(C5=CC=CC=C5)NC(=O)OC(C)(C)C)O)O)OC(=O)C6=CC=CC=C6)(CO4)OC(=O)C)OC)C)OC. Drug 2: CC1=C(C(CCC1)(C)C)C=CC(=CC=CC(=CC(=O)O)C)C. Cell line: NCI-H322M. Synergy scores: CSS=56.0, Synergy_ZIP=19.2, Synergy_Bliss=18.5, Synergy_Loewe=-30.4, Synergy_HSA=19.9. (5) Drug 1: CN1CCC(CC1)COC2=C(C=C3C(=C2)N=CN=C3NC4=C(C=C(C=C4)Br)F)OC. Drug 2: C1=NC2=C(N1)C(=S)N=C(N2)N. Cell line: HCT-15. Synergy scores: CSS=48.5, Synergy_ZIP=5.83, Synergy_Bliss=5.05, Synergy_Loewe=-7.39, Synergy_HSA=6.68. (6) Drug 1: CC1C(C(CC(O1)OC2CC(CC3=C2C(=C4C(=C3O)C(=O)C5=C(C4=O)C(=CC=C5)OC)O)(C(=O)CO)O)N)O.Cl. Drug 2: CN(C(=O)NC(C=O)C(C(C(CO)O)O)O)N=O. Cell line: SF-268. Synergy scores: CSS=0.399, Synergy_ZIP=-0.837, Synergy_Bliss=-1.27, Synergy_Loewe=-2.13, Synergy_HSA=-1.40. (7) Synergy scores: CSS=19.8, Synergy_ZIP=-4.89, Synergy_Bliss=-5.65, Synergy_Loewe=-6.74, Synergy_HSA=-5.50. Cell line: NCIH23. Drug 1: C1C(C(OC1N2C=C(C(=O)NC2=O)F)CO)O. Drug 2: B(C(CC(C)C)NC(=O)C(CC1=CC=CC=C1)NC(=O)C2=NC=CN=C2)(O)O.